Dataset: Reaction yield outcomes from USPTO patents with 853,638 reactions. Task: Predict the reaction yield, written as a fraction of the theoretical maximum amount of product (1.0 means a 100% yield; for example, 0.34 means a 34% yield). (1) The reactants are C([N:4]1[CH2:9][CH2:8][N:7]([CH2:10][CH2:11][CH2:12][O:13][C:14]2[CH:19]=[CH:18][C:17]([CH:20]3[CH2:25][CH2:24][N:23]([C:26]4[CH2:27][CH2:28][C:29]5[N:30]([C:32]([C:35]([F:38])([F:37])[F:36])=[N:33][N:34]=5)[N:31]=4)[CH2:22][CH2:21]3)=[CH:16][CH:15]=2)[CH2:6][CH2:5]1)(=O)C.[CH3:39][S:40](Cl)(=[O:42])=[O:41]. No catalyst specified. The product is [CH3:39][S:40]([N:4]1[CH2:9][CH2:8][N:7]([CH2:10][CH2:11][CH2:12][O:13][C:14]2[CH:19]=[CH:18][C:17]([CH:20]3[CH2:21][CH2:22][N:23]([C:26]4[CH2:27][CH2:28][C:29]5[N:30]([C:32]([C:35]([F:36])([F:37])[F:38])=[N:33][N:34]=5)[N:31]=4)[CH2:24][CH2:25]3)=[CH:16][CH:15]=2)[CH2:6][CH2:5]1)(=[O:42])=[O:41]. The yield is 0.240. (2) The reactants are S(=O)(=O)(O)[OH:2].N(=[CH:8][C:9]([NH:11][C:12]1[CH:19]=[CH:18][C:15]([O:16][CH3:17])=[CH:14][CH:13]=1)=[O:10])O. The catalyst is O. The product is [CH3:17][O:16][C:15]1[CH:14]=[C:13]2[C:12](=[CH:19][CH:18]=1)[NH:11][C:9](=[O:10])[C:8]2=[O:2]. The yield is 0.650.